This data is from Forward reaction prediction with 1.9M reactions from USPTO patents (1976-2016). The task is: Predict the product of the given reaction. (1) Given the reactants [CH:1]([N:4]1[C:8]2=[N:9][C:10]([C:15]3[CH:19]=[CH:18][S:17][CH:16]=3)=[C:11]([CH:13]=O)[CH:12]=[C:7]2[CH:6]=[N:5]1)([CH3:3])[CH3:2].[F:20][C:21]([F:31])([F:30])[C:22]1[CH:27]=[CH:26][C:25]([CH2:28][NH2:29])=[CH:24][CH:23]=1.C(O[BH-](OC(=O)C)OC(=O)C)(=O)C.[Na+].[OH-].[Na+], predict the reaction product. The product is: [CH:1]([N:4]1[C:8]2=[N:9][C:10]([C:15]3[CH:19]=[CH:18][S:17][CH:16]=3)=[C:11]([CH2:13][NH:29][CH2:28][C:25]3[CH:24]=[CH:23][C:22]([C:21]([F:20])([F:30])[F:31])=[CH:27][CH:26]=3)[CH:12]=[C:7]2[CH:6]=[N:5]1)([CH3:3])[CH3:2]. (2) Given the reactants [CH3:1][C:2]([CH:4]=[CH:5][C:6]1[CH:11]=[CH:10][CH:9]=[CH:8][CH:7]=1)=[O:3].C1CNC(=O)C1.[Br:18][Br-]Br, predict the reaction product. The product is: [CH:4]([C:2]([CH2:1][Br:18])=[O:3])=[CH:5][C:6]1[CH:11]=[CH:10][CH:9]=[CH:8][CH:7]=1.